Task: Predict the reactants needed to synthesize the given product.. Dataset: Full USPTO retrosynthesis dataset with 1.9M reactions from patents (1976-2016) (1) Given the product [O:1]1[C:5]([C:6]2[S:10][C:9]([S:11]([NH:15][C:16]3[CH:21]=[CH:20][CH:19]=[C:18]([C:22]4[NH:26][N:25]=[N:24][N:23]=4)[CH:17]=3)(=[O:13])=[O:12])=[CH:8][CH:7]=2)=[CH:4][CH:3]=[N:2]1, predict the reactants needed to synthesize it. The reactants are: [O:1]1[C:5]([C:6]2[S:10][C:9]([S:11](Cl)(=[O:13])=[O:12])=[CH:8][CH:7]=2)=[CH:4][CH:3]=[N:2]1.[NH2:15][C:16]1[CH:17]=[C:18]([C:22]2[NH:26][N:25]=[N:24][N:23]=2)[CH:19]=[CH:20][CH:21]=1. (2) The reactants are: [Br:1][C:2]1[CH:11]=[CH:10][CH:9]=[C:8]2[C:3]=1[CH:4]=[CH:5][CH:6]=[N+:7]2[O-].FC(F)(F)C(OC(=O)C(F)(F)F)=[O:16].C([O-])(O)=O.[Na+]. Given the product [Br:1][C:2]1[CH:11]=[CH:10][CH:9]=[C:8]2[C:3]=1[CH:4]=[CH:5][C:6](=[O:16])[NH:7]2, predict the reactants needed to synthesize it.